From a dataset of Full USPTO retrosynthesis dataset with 1.9M reactions from patents (1976-2016). Predict the reactants needed to synthesize the given product. Given the product [Cl:69][C:4]1[CH:5]=[C:6]([Cl:8])[CH:7]=[CH:2][C:3]=1[CH:9]1[CH:18]([C:19]([NH:21][O:22][CH2:23][C:24]([NH:39][NH2:40])=[O:25])=[O:20])[C:17]2[C:12](=[CH:13][CH:14]=[CH:15][CH:16]=2)[C:11](=[O:27])[N:10]1[CH:28]1[CH2:33][CH2:32][CH2:31][CH2:30][CH:29]1[NH:34][S:35]([CH3:38])(=[O:36])=[O:37], predict the reactants needed to synthesize it. The reactants are: Cl[C:2]1[CH:7]=[C:6]([Cl:8])[CH:5]=[CH:4][C:3]=1[CH:9]1[CH:18]([C:19]([NH:21][O:22][CH2:23][C:24](O)=[O:25])=[O:20])[C:17]2[C:12](=[CH:13][CH:14]=[CH:15][CH:16]=2)[C:11](=[O:27])[N:10]1[CH:28]1[CH2:33][CH2:32][CH2:31][CH2:30][CH:29]1[NH:34][S:35]([CH3:38])(=[O:37])=[O:36].[NH:39](C(OC(C)(C)C)=O)[NH2:40].C1C=CC2N(O)N=NC=2C=1.CCN=C=NCCCN(C)C.[ClH:69].